Dataset: Full USPTO retrosynthesis dataset with 1.9M reactions from patents (1976-2016). Task: Predict the reactants needed to synthesize the given product. (1) The reactants are: C(OC([O:8][NH:9][C:10]([C:12]1[CH:13]=[CH:14][CH:15]=[N:16][C:17]=1[N:18]1[CH2:25][CH:24]2[CH:20]([CH2:21][N:22]([CH2:26][C:27]3[CH:36]=[CH:35][C:34]4[C:29](=[CH:30][CH:31]=[CH:32][CH:33]=4)[CH:28]=3)[CH2:23]2)[CH2:19]1)=[O:11])C)C(C)C.C(O)(C(F)(F)F)=O.C(Cl)Cl. Given the product [OH:8][NH:9][C:10]([C:12]1[CH:13]=[CH:14][CH:15]=[N:16][C:17]=1[N:18]1[CH2:25][CH:24]2[CH:20]([CH2:21][N:22]([CH2:26][C:27]3[CH:36]=[CH:35][C:34]4[C:29](=[CH:30][CH:31]=[CH:32][CH:33]=4)[CH:28]=3)[CH2:23]2)[CH2:19]1)=[O:11], predict the reactants needed to synthesize it. (2) Given the product [C:3]([C@@H:4]1[N:9]([S:10]([C:13]2[CH:18]=[CH:17][CH:16]=[CH:15][CH:14]=2)(=[O:12])=[O:11])[CH2:8][CH2:7][N:6]([C:19]([O:21][C:22]([CH3:25])([CH3:24])[CH3:23])=[O:20])[CH2:5]1)#[CH:2], predict the reactants needed to synthesize it. The reactants are: Br[C:2](Br)=[CH:3][CH:4]1[N:9]([S:10]([C:13]2[CH:18]=[CH:17][CH:16]=[CH:15][CH:14]=2)(=[O:12])=[O:11])[CH2:8][CH2:7][N:6]([C:19]([O:21][C:22]([CH3:25])([CH3:24])[CH3:23])=[O:20])[CH2:5]1.C([O-])([O-])=O.[K+].[K+]. (3) The reactants are: [CH2:1]([O:8][C:9]([NH:11][C@H:12]([C:18]([OH:20])=O)[CH2:13][CH2:14][C:15]([OH:17])=O)=[O:10])[C:2]1[CH:7]=[CH:6][CH:5]=[CH:4][CH:3]=1.[O:21]([CH2:32][CH2:33][NH2:34])[C@@H:22]1[O:30][C@@H:29]([CH3:31])[C@@H:27]([OH:28])[C@@H:25]([OH:26])[C@@H:23]1[OH:24].[CH2:35](Cl)[CH2:36]Cl. Given the product [CH3:33][CH2:32][O:21][C:22]([CH3:23])=[O:30].[C:18]([C:12]#[N:11])([CH3:35])=[O:20].[CH3:1][OH:8].[O:20]=[C:18]([NH:34][CH2:33][CH2:32][O:21][C@@H:22]1[O:30][C@@H:35]([CH3:36])[C@@H:27]([OH:28])[C@@H:25]([OH:26])[C@@H:23]1[OH:24])[C@@H:12]([NH:11][C:9](=[O:10])[O:8][CH2:1][C:2]1[CH:3]=[CH:4][CH:5]=[CH:6][CH:7]=1)[CH2:13][CH2:14][C:15](=[O:17])[NH:34][CH2:33][CH2:32][O:21][C@@H:22]1[O:30][C@@H:29]([CH3:31])[C@@H:27]([OH:28])[C@@H:25]([OH:26])[C@@H:23]1[OH:24], predict the reactants needed to synthesize it.